Dataset: Full USPTO retrosynthesis dataset with 1.9M reactions from patents (1976-2016). Task: Predict the reactants needed to synthesize the given product. Given the product [CH2:12]([N:19]1[CH2:20][CH2:21][CH:22]([CH2:25][N:26]([C@@H:33]2[CH2:35][C@H:34]2[C:36]2[CH:37]=[CH:38][C:39]([C:1]([OH:3])=[O:2])=[CH:40][CH:41]=2)[C:27](=[O:32])[C:28]([F:31])([F:30])[F:29])[CH2:23][CH2:24]1)[C:13]1[CH:18]=[CH:17][CH:16]=[CH:15][CH:14]=1, predict the reactants needed to synthesize it. The reactants are: [CH:1]([O-:3])=[O:2].[K+].C(N(CC)CC)C.[CH2:12]([N:19]1[CH2:24][CH2:23][CH:22]([CH2:25][N:26]([C@@H:33]2[CH2:35][C@H:34]2[C:36]2[CH:41]=[CH:40][C:39](I)=[CH:38][CH:37]=2)[C:27](=[O:32])[C:28]([F:31])([F:30])[F:29])[CH2:21][CH2:20]1)[C:13]1[CH:18]=[CH:17][CH:16]=[CH:15][CH:14]=1.[Cl-].[Li+].